Dataset: Forward reaction prediction with 1.9M reactions from USPTO patents (1976-2016). Task: Predict the product of the given reaction. (1) The product is: [OH:36][CH2:35][C:33]1[S:34][C:30]([C:23]2[CH:24]=[CH:25][C:20]3[N:21]([C:17]([C:15]([NH:14][C:3]4[CH:4]=[C:5]([C:8]5[N:12]=[C:11]([CH3:13])[O:10][N:9]=5)[CH:6]=[CH:7][C:2]=4[CH3:1])=[O:16])=[CH:18][N:19]=3)[CH:22]=2)=[C:31]([CH3:37])[N:32]=1. Given the reactants [CH3:1][C:2]1[CH:7]=[CH:6][C:5]([C:8]2[N:12]=[C:11]([CH3:13])[O:10][N:9]=2)=[CH:4][C:3]=1[NH:14][C:15]([C:17]1[N:21]2[CH:22]=[C:23](B(O)O)[CH:24]=[CH:25][C:20]2=[N:19][CH:18]=1)=[O:16].Br[C:30]1[S:34][C:33]([CH2:35][OH:36])=[N:32][C:31]=1[CH3:37].C(=O)([O-])[O-].[Cs+].[Cs+], predict the reaction product. (2) Given the reactants [CH3:1][O:2][C:3]1[CH:8]=[C:7]([O:9][CH3:10])[CH:6]=[CH:5][C:4]=1B(O)O.Br[C:15]1[C:23]2[C:18](=[CH:19][C:20]([S:24]([N:27](CC3C=CC(OC)=CC=3OC)[C:28]3[S:32][N:31]=[CH:30][N:29]=3)(=[O:26])=[O:25])=[CH:21][CH:22]=2)[N:17]([CH3:44])[CH:16]=1, predict the reaction product. The product is: [CH3:1][O:2][C:3]1[CH:8]=[C:7]([O:9][CH3:10])[CH:6]=[CH:5][C:4]=1[C:15]1[C:23]2[C:18](=[CH:19][C:20]([S:24]([NH:27][C:28]3[S:32][N:31]=[CH:30][N:29]=3)(=[O:25])=[O:26])=[CH:21][CH:22]=2)[N:17]([CH3:44])[CH:16]=1. (3) Given the reactants [NH:1]1[C:10]2[C:5](=[CH:6][CH:7]=[CH:8][CH:9]=2)[C:4]2([CH2:12][CH2:11]2)[CH2:3][CH2:2]1.C(N(C(C)C)C(C)C)C.[I-].[Na+].Cl[CH2:25][C:26]([NH2:28])=[O:27], predict the reaction product. The product is: [N:1]1([CH2:25][C:26]([NH2:28])=[O:27])[C:10]2[C:5](=[CH:6][CH:7]=[CH:8][CH:9]=2)[C:4]2([CH2:12][CH2:11]2)[CH2:3][CH2:2]1. (4) Given the reactants [N:1]1[CH:6]=[CH:5][CH:4]=[CH:3][C:2]=1[C:7]1[C:8]([C:15]2[CH:20]=[CH:19][N:18]=[C:17]3[NH:21][CH:22]=[CH:23][C:16]=23)=[C:9]2[CH2:14][CH2:13][CH2:12][N:10]2[N:11]=1.[H-].[K+].I[CH3:27].Cl, predict the reaction product. The product is: [CH3:27][N:21]1[C:17]2=[N:18][CH:19]=[CH:20][C:15]([C:8]3[C:7]([C:2]4[CH:3]=[CH:4][CH:5]=[CH:6][N:1]=4)=[N:11][N:10]4[CH2:12][CH2:13][CH2:14][C:9]=34)=[C:16]2[CH:23]=[CH:22]1. (5) Given the reactants [CH:1]1([C:6]2[S:10][C:9]([C:11]3[CH:17]=[CH:16][CH:15]=[CH:14][C:12]=3[NH2:13])=[N:8][N:7]=2)[CH2:5]CC[CH2:2]1.C(=O)(C)CCl, predict the reaction product. The product is: [CH:1]([C:6]1[S:10][C:9]([C:11]2[CH:17]=[CH:16][CH:15]=[CH:14][C:12]=2[NH2:13])=[N:8][N:7]=1)([CH3:5])[CH3:2]. (6) Given the reactants [CH2:1]([C:13]1[CH:18]=[CH:17][C:16]([C:19]2[N:20]=[C:21]([CH:24](O)[CH3:25])[O:22][CH:23]=2)=[CH:15][CH:14]=1)[CH2:2][CH2:3][CH2:4][CH2:5][CH2:6][CH2:7][CH2:8][CH2:9][CH2:10][CH2:11][CH3:12].CS(Cl)(=O)=O.[C-:32]#[N:33].[K+], predict the reaction product. The product is: [CH2:1]([C:13]1[CH:18]=[CH:17][C:16]([C:19]2[N:20]=[C:21]([CH:24]([CH3:25])[C:32]#[N:33])[O:22][CH:23]=2)=[CH:15][CH:14]=1)[CH2:2][CH2:3][CH2:4][CH2:5][CH2:6][CH2:7][CH2:8][CH2:9][CH2:10][CH2:11][CH3:12].